This data is from Forward reaction prediction with 1.9M reactions from USPTO patents (1976-2016). The task is: Predict the product of the given reaction. (1) Given the reactants [F-].C([N+](CCCC)(CCCC)CCCC)CCC.Br[C:20]1[CH:21]=[C:22]([CH:25]=[C:26]([CH3:28])[CH:27]=1)[C:23]#[N:24].[CH3:29][C:30]1[S:31][CH:32]=[C:33]([C:35]#[C:36][Si](C)(C)C)[N:34]=1.C(N(CC)CC)C, predict the reaction product. The product is: [CH3:28][C:26]1[CH:25]=[C:22]([CH:21]=[C:20]([C:36]#[C:35][C:33]2[N:34]=[C:30]([CH3:29])[S:31][CH:32]=2)[CH:27]=1)[C:23]#[N:24]. (2) Given the reactants [S:1]1[CH:5]=[CH:4][C:3]2[CH:6]=[CH:7][CH:8]=[CH:9][C:2]1=2.C([Li])CCC.CN([CH:18]=[O:19])C, predict the reaction product. The product is: [S:1]1[C:5]([CH:18]=[O:19])=[CH:4][C:3]2[CH:6]=[CH:7][CH:8]=[CH:9][C:2]1=2. (3) The product is: [C:35]([C:17]1[CH:18]=[CH:19][C:20]2[N:11]([CH2:10][CH2:9][CH2:8][NH:7][CH3:6])[C:12](=[O:32])[C:13]3=[C:24]([CH3:25])[NH:23][N:22]=[C:14]3[C:15]=2[CH:16]=1)#[CH:36]. Given the reactants C(O[C:6](=O)[NH:7][CH2:8][CH2:9][CH2:10][N:11]1[C:20]2[CH:19]=[CH:18][C:17](I)=[CH:16][C:15]=2[C:14]2=[N:22][N:23](C3CCCCO3)[C:24]([CH3:25])=[C:13]2[C:12]1=[O:32])(C)(C)C.N[CH2:35][CH2:36]CN1C2C=CC(I)=CC=2C2=NNC(C)=C2C1=O, predict the reaction product. (4) Given the reactants [CH:1]1([C:6]2[NH:11][C:10](=[O:12])[C:9]([CH:13]([NH:16][C:17]([CH:19]3[CH2:24][CH2:23][N:22]([C:25]([O:27][CH2:28][C:29]4[CH:34]=[CH:33][CH:32]=[CH:31][CH:30]=4)=[O:26])[CH2:21][CH2:20]3)=O)[CH2:14][CH3:15])=[N:8][N:7]=2)[CH2:5][CH2:4][CH2:3][CH2:2]1.P(Cl)(Cl)(Cl)=O, predict the reaction product. The product is: [CH:1]1([C:6]2[NH:11][C:10](=[O:12])[C:9]3=[C:13]([CH2:14][CH3:15])[N:16]=[C:17]([CH:19]4[CH2:24][CH2:23][N:22]([C:25]([O:27][CH2:28][C:29]5[CH:34]=[CH:33][CH:32]=[CH:31][CH:30]=5)=[O:26])[CH2:21][CH2:20]4)[N:8]3[N:7]=2)[CH2:5][CH2:4][CH2:3][CH2:2]1. (5) Given the reactants [CH:1]1([N:6]2[CH2:12][C:11]([F:14])([F:13])[C:10](=[O:15])[N:9]([CH3:16])[C:8]3[CH:17]=[N:18][C:19]([NH:21][C:22]4[CH:30]=[CH:29][C:25]([C:26]([OH:28])=O)=[CH:24][C:23]=4[O:31][CH3:32])=[N:20][C:7]2=3)[CH2:5][CH2:4][CH2:3][CH2:2]1.C(N(C(C)C)C(C)C)C.[CH:42]1([N:47]2[CH2:52][CH2:51][CH:50]([NH2:53])[CH2:49][CH2:48]2)[CH2:46][CH2:45][CH2:44][CH2:43]1, predict the reaction product. The product is: [CH:1]1([N:6]2[CH2:12][C:11]([F:13])([F:14])[C:10](=[O:15])[N:9]([CH3:16])[C:8]3[CH:17]=[N:18][C:19]([NH:21][C:22]4[CH:30]=[CH:29][C:25]([C:26]([NH:53][CH:50]5[CH2:51][CH2:52][N:47]([CH:42]6[CH2:46][CH2:45][CH2:44][CH2:43]6)[CH2:48][CH2:49]5)=[O:28])=[CH:24][C:23]=4[O:31][CH3:32])=[N:20][C:7]2=3)[CH2:5][CH2:4][CH2:3][CH2:2]1. (6) Given the reactants [C:1]([C:3]1[C:4](NCC)=[C:5]([CH:9]=[CH:10][CH:11]=1)C(O)=O)#[N:2].CN([P+](O[N:26]1N=[N:33][C:28]2C=CC=C[C:27]1=2)(N(C)C)N(C)C)C.F[P-](F)(F)(F)(F)F.C([NH:49][C@H:50]([C:58](O)=O)[CH2:51][C:52]1[CH:57]=[CH:56][CH:55]=[CH:54][CH:53]=1)(OC(C)(C)C)=O.BrCC(C1C=CC(C#N)=CC=1)=[O:64], predict the reaction product. The product is: [NH2:49][C@H:50]([C:58]1[NH:26][CH:27]=[C:28]([C:9]2[CH:10]=[CH:11][C:3]([C:1]([NH2:2])=[O:64])=[CH:4][CH:5]=2)[N:33]=1)[CH2:51][C:52]1[CH:53]=[CH:54][CH:55]=[CH:56][CH:57]=1.